This data is from Catalyst prediction with 721,799 reactions and 888 catalyst types from USPTO. The task is: Predict which catalyst facilitates the given reaction. (1) Reactant: [S:1]1[CH:5]=[CH:4][CH:3]=[C:2]1[CH:6]=O.S([O-])([O-])(=O)=O.[Mg+2].[CH3:14][O:15][C:16]1[CH:17]=[C:18]([CH:20]=[CH:21][CH:22]=1)[NH2:19]. Product: [CH3:14][O:15][C:16]1[CH:17]=[C:18]([CH:20]=[CH:21][CH:22]=1)[N:19]=[CH:6][C:2]1[S:1][CH:5]=[CH:4][CH:3]=1. The catalyst class is: 8. (2) Product: [O:12]=[C:7]1[CH2:8][O:9][CH2:10][CH2:11][N:6]1[CH2:5][C:4]([NH:15][NH2:16])=[O:3]. The catalyst class is: 51. Reactant: C([O:3][C:4](=O)[CH2:5][N:6]1[CH2:11][CH2:10][O:9][CH2:8][C:7]1=[O:12])C.O.[NH2:15][NH2:16].